From a dataset of Buchwald-Hartwig C-N cross coupling reaction yields with 55,370 reactions. Predict the reaction yield, written as a fraction of the theoretical maximum amount of product (1.0 means a 100% yield; for example, 0.34 means a 34% yield). (1) The yield is 0.219. The reactants are Ic1ccccn1.Cc1ccc(N)cc1.O=S(=O)(O[Pd]1c2ccccc2-c2ccccc2N~1)C(F)(F)F.CC(C)c1cc(C(C)C)c(-c2ccccc2P(C2CCCCC2)C2CCCCC2)c(C(C)C)c1.CCN=P(N=P(N(C)C)(N(C)C)N(C)C)(N(C)C)N(C)C.Cc1cc(C)on1. The product is Cc1ccc(Nc2ccccn2)cc1. No catalyst specified. (2) The reactants are Clc1cccnc1.Cc1ccc(N)cc1.O=S(=O)(O[Pd]1c2ccccc2-c2ccccc2N~1)C(F)(F)F.COc1ccc(OC)c(P([C@]23C[C@H]4C[C@H](C[C@H](C4)C2)C3)[C@]23C[C@H]4C[C@H](C[C@H](C4)C2)C3)c1-c1c(C(C)C)cc(C(C)C)cc1C(C)C.CN(C)C(=NC(C)(C)C)N(C)C.COC(=O)c1cc(-c2cccs2)on1. No catalyst specified. The product is Cc1ccc(Nc2cccnc2)cc1. The yield is 0.0172. (3) The reactants are FC(F)(F)c1ccc(I)cc1.Cc1ccc(N)cc1.O=S(=O)(O[Pd]1c2ccccc2-c2ccccc2N~1)C(F)(F)F.CC(C)c1cc(C(C)C)c(-c2ccccc2P(C2CCCCC2)C2CCCCC2)c(C(C)C)c1.CCN=P(N=P(N(C)C)(N(C)C)N(C)C)(N(C)C)N(C)C.CCOC(=O)c1cc(C)on1. No catalyst specified. The product is Cc1ccc(Nc2ccc(C(F)(F)F)cc2)cc1. The yield is 0.347. (4) No catalyst specified. The yield is 0.319. The product is Cc1ccc(Nc2cccnc2)cc1. The reactants are Clc1cccnc1.Cc1ccc(N)cc1.O=S(=O)(O[Pd]1c2ccccc2-c2ccccc2N~1)C(F)(F)F.CC(C)c1cc(C(C)C)c(-c2ccccc2P(C(C)(C)C)C(C)(C)C)c(C(C)C)c1.CN1CCCN2CCCN=C12.CCOC(=O)c1ccon1. (5) The reactants are Clc1ccccn1.Cc1ccc(N)cc1.O=S(=O)(O[Pd]1c2ccccc2-c2ccccc2N~1)C(F)(F)F.CC(C)c1cc(C(C)C)c(-c2ccccc2P(C(C)(C)C)C(C)(C)C)c(C(C)C)c1.CN(C)C(=NC(C)(C)C)N(C)C.CCOC(=O)c1cnoc1C. No catalyst specified. The product is Cc1ccc(Nc2ccccn2)cc1. The yield is 0.124. (6) The reactants are Clc1ccccn1.Cc1ccc(N)cc1.O=S(=O)(O[Pd]1c2ccccc2-c2ccccc2N~1)C(F)(F)F.CC(C)c1cc(C(C)C)c(-c2ccccc2P(C2CCCCC2)C2CCCCC2)c(C(C)C)c1.CN(C)C(=NC(C)(C)C)N(C)C.Cc1ccno1. No catalyst specified. The product is Cc1ccc(Nc2ccccn2)cc1. The yield is 0.225. (7) No catalyst specified. The reactants are COc1ccc(Br)cc1.Cc1ccc(N)cc1.O=S(=O)(O[Pd]1c2ccccc2-c2ccccc2N~1)C(F)(F)F.COc1ccc(OC)c(P(C(C)(C)C)C(C)(C)C)c1-c1c(C(C)C)cc(C(C)C)cc1C(C)C.CN(C)C(=NC(C)(C)C)N(C)C.Cc1cc(C)on1. The product is COc1ccc(Nc2ccc(C)cc2)cc1. The yield is 0.385. (8) The reactants are Clc1ccccn1.Cc1ccc(N)cc1.O=S(=O)(O[Pd]1c2ccccc2-c2ccccc2N~1)C(F)(F)F.CC(C)c1cc(C(C)C)c(-c2ccccc2P(C2CCCCC2)C2CCCCC2)c(C(C)C)c1.CN1CCCN2CCCN=C12.c1ccc2nocc2c1. No catalyst specified. The product is Cc1ccc(Nc2ccccn2)cc1. The yield is 0.0654. (9) The product is Cc1ccc(Nc2ccc(C(F)(F)F)cc2)cc1. The yield is 0.511. No catalyst specified. The reactants are FC(F)(F)c1ccc(Br)cc1.Cc1ccc(N)cc1.O=S(=O)(O[Pd]1c2ccccc2-c2ccccc2N~1)C(F)(F)F.CC(C)c1cc(C(C)C)c(-c2ccccc2P(C(C)(C)C)C(C)(C)C)c(C(C)C)c1.CCN=P(N=P(N(C)C)(N(C)C)N(C)C)(N(C)C)N(C)C.c1ccc(-c2ccon2)cc1. (10) The reactants are Ic1cccnc1.Cc1ccc(N)cc1.O=S(=O)(O[Pd]1c2ccccc2-c2ccccc2N~1)C(F)(F)F.COc1ccc(OC)c(P(C(C)(C)C)C(C)(C)C)c1-c1c(C(C)C)cc(C(C)C)cc1C(C)C.CN1CCCN2CCCN=C12.CCOC(=O)c1cc(OC)no1. No catalyst specified. The product is Cc1ccc(Nc2cccnc2)cc1. The yield is 0.820.